Dataset: Forward reaction prediction with 1.9M reactions from USPTO patents (1976-2016). Task: Predict the product of the given reaction. (1) Given the reactants [O:1]1[CH:5]=[CH:4][CH:3]=[C:2]1/[CH:6]=[CH:7]/[C:8]([OH:10])=[O:9], predict the reaction product. The product is: [O:1]1[CH:5]=[CH:4][CH:3]=[C:2]1[CH2:6][CH2:7][C:8]([OH:10])=[O:9]. (2) Given the reactants [F:1][C:2]1[C:7]([C:8]2[N:12]([S:13]([C:16]3[CH:21]=[CH:20][CH:19]=[C:18]([O:22][CH3:23])[CH:17]=3)(=[O:15])=[O:14])[CH:11]=[C:10]([CH2:24][N:25](C)[C:26](=O)[O:27][C:28]([CH3:31])(C)C)[CH:9]=2)=[CH:6][CH:5]=[CH:4][N:3]=1.C[OH:35].[C:36]([O:39]CC)(=[O:38])[CH3:37].Cl, predict the reaction product. The product is: [C:28]([OH:35])(=[O:27])/[CH:31]=[CH:37]/[C:36]([OH:39])=[O:38].[F:1][C:2]1[C:7]([C:8]2[N:12]([S:13]([C:16]3[CH:21]=[CH:20][CH:19]=[C:18]([O:22][CH3:23])[CH:17]=3)(=[O:14])=[O:15])[CH:11]=[C:10]([CH2:24][NH:25][CH3:26])[CH:9]=2)=[CH:6][CH:5]=[CH:4][N:3]=1. (3) Given the reactants [CH3:1][O:2][C:3]1[CH:4]=[C:5]([CH:8]=[C:9]([C:11]2[C:19]3[C:18]([NH:20][C@H:21]([C:23]4[N:28]([C:29]5[CH:34]=[CH:33][CH:32]=[CH:31][CH:30]=5)[C:27](=[O:35])[C:26]5=[C:36]([CH3:39])[CH:37]=[CH:38][N:25]5[N:24]=4)[CH3:22])=[N:17][CH:16]=[N:15][C:14]=3[N:13](COCC[Si](C)(C)C)[CH:12]=2)[CH:10]=1)[C:6]#[N:7].FC(F)(F)C(O)=O.N, predict the reaction product. The product is: [CH3:1][O:2][C:3]1[CH:4]=[C:5]([CH:8]=[C:9]([C:11]2[C:19]3[C:18]([NH:20][C@H:21]([C:23]4[N:28]([C:29]5[CH:34]=[CH:33][CH:32]=[CH:31][CH:30]=5)[C:27](=[O:35])[C:26]5=[C:36]([CH3:39])[CH:37]=[CH:38][N:25]5[N:24]=4)[CH3:22])=[N:17][CH:16]=[N:15][C:14]=3[NH:13][CH:12]=2)[CH:10]=1)[C:6]#[N:7].